This data is from Peptide-MHC class I binding affinity with 185,985 pairs from IEDB/IMGT. The task is: Regression. Given a peptide amino acid sequence and an MHC pseudo amino acid sequence, predict their binding affinity value. This is MHC class I binding data. (1) The peptide sequence is VTFRERYSYK. The MHC is HLA-A11:01 with pseudo-sequence HLA-A11:01. The binding affinity (normalized) is 0.893. (2) The peptide sequence is MSDIFHALV. The MHC is HLA-A68:02 with pseudo-sequence HLA-A68:02. The binding affinity (normalized) is 0.618. (3) The peptide sequence is ISRDNSKNTL. The MHC is HLA-B27:05 with pseudo-sequence HLA-B27:05. The binding affinity (normalized) is 0.259. (4) The peptide sequence is RTSKASLER. The MHC is HLA-A11:01 with pseudo-sequence HLA-A11:01. The binding affinity (normalized) is 0.286. (5) The peptide sequence is LPYPQPQLPY. The MHC is HLA-B53:01 with pseudo-sequence HLA-B53:01. The binding affinity (normalized) is 0.861. (6) The peptide sequence is YTYGAGSYF. The MHC is HLA-B35:01 with pseudo-sequence HLA-B35:01. The binding affinity (normalized) is 0.484. (7) The peptide sequence is PLVQQEDDK. The MHC is HLA-A01:01 with pseudo-sequence HLA-A01:01. The binding affinity (normalized) is 0.0847. (8) The peptide sequence is RLASYGLYY. The MHC is HLA-A31:01 with pseudo-sequence HLA-A31:01. The binding affinity (normalized) is 0.393.